This data is from Reaction yield outcomes from USPTO patents with 853,638 reactions. The task is: Predict the reaction yield, written as a fraction of the theoretical maximum amount of product (1.0 means a 100% yield; for example, 0.34 means a 34% yield). The reactants are C[N:2](C)[CH:3]=[C:4]([C:7]1[CH:12]=[CH:11][N:10]=[C:9]([CH3:13])[CH:8]=1)[C:5]#[N:6].O.[NH2:16]N. The catalyst is C(O)C. The product is [CH3:13][C:9]1[CH:8]=[C:7]([C:4]2[CH:5]=[N:6][NH:2][C:3]=2[NH2:16])[CH:12]=[CH:11][N:10]=1. The yield is 0.360.